Dataset: Catalyst prediction with 721,799 reactions and 888 catalyst types from USPTO. Task: Predict which catalyst facilitates the given reaction. (1) Reactant: [F:1][C:2]1[C:7]([CH:8]([CH3:10])[CH3:9])=[CH:6][C:5]([C:11]2[CH:19]=[C:18]3[C:14]([C:15](O)([CH3:20])[CH2:16][CH2:17]3)=[CH:13][C:12]=2[C:22]([O:24][CH3:25])=[O:23])=[C:4]([O:26][CH3:27])[CH:3]=1.CC1C=CC(S(O)(=O)=O)=CC=1. Product: [F:1][C:2]1[C:7]([CH:8]([CH3:10])[CH3:9])=[CH:6][C:5]([C:11]2[CH:19]=[C:18]3[C:14]([C:15]([CH3:20])=[CH:16][CH2:17]3)=[CH:13][C:12]=2[C:22]([O:24][CH3:25])=[O:23])=[C:4]([O:26][CH3:27])[CH:3]=1. The catalyst class is: 260. (2) Reactant: F[C:2](F)(F)[C:3]([OH:5])=O.[Cl:8][C:9]1[C:10]([F:37])=[C:11]([CH:15]2[C:19]([C:22]3[CH:27]=[CH:26][C:25]([Cl:28])=[CH:24][CH:23]=3)([C:20]#[N:21])[CH:18]([CH2:29][C:30]([CH3:33])([CH3:32])[CH3:31])[NH:17][CH:16]2[C:34](O)=[O:35])[CH:12]=[CH:13][CH:14]=1.NCC[CH2:41][CH2:42][OH:43].C[N:45](C(ON1N=NC2C=CC=NC1=2)=[N+](C)C)C.F[P-](F)(F)(F)(F)F.CCN(C(C)C)C(C)C. The catalyst class is: 2. Product: [OH:43][CH2:42][CH2:41][O:5][CH2:3][CH2:2][NH:45][C:34]([CH:16]1[CH:15]([C:11]2[CH:12]=[CH:13][CH:14]=[C:9]([Cl:8])[C:10]=2[F:37])[C:19]([C:22]2[CH:23]=[CH:24][C:25]([Cl:28])=[CH:26][CH:27]=2)([C:20]#[N:21])[CH:18]([CH2:29][C:30]([CH3:32])([CH3:33])[CH3:31])[NH:17]1)=[O:35]. (3) Reactant: C([O:3][C:4]([C@@:6]12[CH2:24][C@H:23]1[CH:22]=[CH:21][CH2:20][CH2:19][CH2:18][CH2:17][CH2:16][C@H:15]([NH:25][C:26]([O:28][C:29]([CH3:32])([CH3:31])[CH3:30])=[O:27])[C:14](=[O:33])[N:13]1[C@@H:9]([CH2:10][CH2:11][CH2:12]1)[C:8](=[O:34])[NH:7]2)=[O:5])C.CO.O[Li].O.Cl. Product: [C:29]([O:28][C:26]([NH:25][C@@H:15]1[C:14](=[O:33])[N:13]2[C@@H:9]([CH2:10][CH2:11][CH2:12]2)[C:8](=[O:34])[NH:7][C@@:6]2([C:4]([OH:5])=[O:3])[C@@H:23]([CH2:24]2)[CH:22]=[CH:21][CH2:20][CH2:19][CH2:18][CH2:17][CH2:16]1)=[O:27])([CH3:32])([CH3:30])[CH3:31]. The catalyst class is: 20. (4) Reactant: [CH2:1]([O:8][C:9]1[CH:10]=[C:11]([CH:14]=[CH:15][C:16]=1[O:17][CH:18]([F:20])[F:19])[CH:12]=O)[C:2]1[CH:7]=[CH:6][CH:5]=[CH:4][CH:3]=1.C([O-])(=O)C.[NH4+].[N+:26]([CH3:29])([O-:28])=[O:27]. Product: [CH2:1]([O:8][C:9]1[CH:10]=[C:11](/[CH:12]=[CH:29]/[N+:26]([O-:28])=[O:27])[CH:14]=[CH:15][C:16]=1[O:17][CH:18]([F:20])[F:19])[C:2]1[CH:7]=[CH:6][CH:5]=[CH:4][CH:3]=1. The catalyst class is: 15. (5) Reactant: Br[CH:2](Br)[C:3]1[C:4]([N:9]2C(=O)C3C(=CC=CC=3)C2=O)=[N:5][CH:6]=[CH:7][CH:8]=1.[NH4+].[OH-:22]. Product: [NH2:9][C:4]1[C:3]([CH:2]=[O:22])=[CH:8][CH:7]=[CH:6][N:5]=1. The catalyst class is: 8. (6) Reactant: C([Mg]Br)C.C1COCC1.I[C:11]1[N:12]=[CH:13][N:14]2[CH:18]=[CH:17][S:16][C:15]=12.[CH3:19][S:20]S(C)(=O)=O.[Cl-].[NH4+]. Product: [CH3:19][S:20][C:11]1[N:12]=[CH:13][N:14]2[CH:18]=[CH:17][S:16][C:15]=12. The catalyst class is: 56. (7) Reactant: C([O:5][C:6](=[O:22])[NH:7][C@H:8]([C:14](=[O:21])[NH:15][C:16]1([C:19]#[N:20])[CH2:18][CH2:17]1)[CH2:9][Si:10]([CH3:13])([CH3:12])[CH3:11])(C)(C)C.O1CCCC1. Product: [C:19]([C:16]1([NH:15][C:14]([C@@H:8]([NH:7][C:6](=[O:5])[OH:22])[CH2:9][Si:10]([CH3:12])([CH3:13])[CH3:11])=[O:21])[CH2:17][CH2:18]1)#[N:20]. The catalyst class is: 389. (8) Product: [CH2:35]([N:34]([CH2:39][CH2:40][CH2:41][CH3:42])[C:33]([C:3]1[C:2]([Cl:1])=[C:6]([CH3:7])[N:5]([C:8]2[CH:18]=[CH:17][C:11]([O:12][CH2:13][C:14](=[O:15])[NH:44][C:45]3[CH:50]=[CH:49][CH:48]=[CH:47][CH:46]=3)=[CH:10][C:9]=2[C:19]([N:21]2[C@H:30]([CH2:31][OH:32])[CH2:29][C:28]3[C:23](=[CH:24][CH:25]=[CH:26][CH:27]=3)[CH2:22]2)=[O:20])[N:4]=1)=[O:43])[CH2:36][CH2:37][CH3:38]. Reactant: [Cl:1][C:2]1[C:3]([C:33](=[O:43])[N:34]([CH2:39][CH2:40][CH2:41][CH3:42])[CH2:35][CH2:36][CH2:37][CH3:38])=[N:4][N:5]([C:8]2[CH:18]=[CH:17][C:11]([O:12][CH2:13][C:14](O)=[O:15])=[CH:10][C:9]=2[C:19]([N:21]2[C@H:30]([CH2:31][OH:32])[CH2:29][C:28]3[C:23](=[CH:24][CH:25]=[CH:26][CH:27]=3)[CH2:22]2)=[O:20])[C:6]=1[CH3:7].[NH2:44][C:45]1[CH:50]=[CH:49][CH:48]=[CH:47][CH:46]=1.C(N=C=NCCCN(C)C)C.OC1C2N=NNC=2C=CC=1.C(N(CC)CC)C. The catalyst class is: 4. (9) Reactant: Cl.[OH:2][CH:3]1[CH2:6][NH:5][CH2:4]1.CCN(C(C)C)C(C)C.Cl[C:17]1[C:36]([C:37]2[NH:41][N:40]=[CH:39][CH:38]=2)=[CH:35][C:20]([C:21]([NH:23][C:24]2[CH:29]=[CH:28][C:27]([O:30][C:31]([Cl:34])([F:33])[F:32])=[CH:26][CH:25]=2)=[O:22])=[CH:19][N:18]=1.O. Product: [Cl:34][C:31]([F:32])([F:33])[O:30][C:27]1[CH:26]=[CH:25][C:24]([NH:23][C:21](=[O:22])[C:20]2[CH:35]=[C:36]([C:37]3[NH:41][N:40]=[CH:39][CH:38]=3)[C:17]([N:5]3[CH2:6][CH:3]([OH:2])[CH2:4]3)=[N:18][CH:19]=2)=[CH:29][CH:28]=1. The catalyst class is: 41.